This data is from NCI-60 drug combinations with 297,098 pairs across 59 cell lines. The task is: Regression. Given two drug SMILES strings and cell line genomic features, predict the synergy score measuring deviation from expected non-interaction effect. (1) Drug 1: CC(C1=C(C=CC(=C1Cl)F)Cl)OC2=C(N=CC(=C2)C3=CN(N=C3)C4CCNCC4)N. Drug 2: CC1=C(C=C(C=C1)NC(=O)C2=CC=C(C=C2)CN3CCN(CC3)C)NC4=NC=CC(=N4)C5=CN=CC=C5. Cell line: RPMI-8226. Synergy scores: CSS=-8.08, Synergy_ZIP=-0.412, Synergy_Bliss=-4.06, Synergy_Loewe=-8.11, Synergy_HSA=-9.12. (2) Synergy scores: CSS=-3.56, Synergy_ZIP=2.99, Synergy_Bliss=2.14, Synergy_Loewe=-3.86, Synergy_HSA=-3.68. Cell line: TK-10. Drug 1: COC1=NC(=NC2=C1N=CN2C3C(C(C(O3)CO)O)O)N. Drug 2: C1C(C(OC1N2C=NC3=C2NC=NCC3O)CO)O. (3) Synergy scores: CSS=2.74, Synergy_ZIP=4.39, Synergy_Bliss=6.04, Synergy_Loewe=1.84, Synergy_HSA=1.78. Drug 1: CC1CCC2CC(C(=CC=CC=CC(CC(C(=O)C(C(C(=CC(C(=O)CC(OC(=O)C3CCCCN3C(=O)C(=O)C1(O2)O)C(C)CC4CCC(C(C4)OC)OCCO)C)C)O)OC)C)C)C)OC. Drug 2: C(CCl)NC(=O)N(CCCl)N=O. Cell line: IGROV1. (4) Drug 1: CC1=C(C(=O)C2=C(C1=O)N3CC4C(C3(C2COC(=O)N)OC)N4)N. Drug 2: N.N.Cl[Pt+2]Cl. Cell line: NCI-H322M. Synergy scores: CSS=13.1, Synergy_ZIP=-1.92, Synergy_Bliss=-0.490, Synergy_Loewe=-64.5, Synergy_HSA=-1.87. (5) Drug 1: C1CC(=O)NC(=O)C1N2CC3=C(C2=O)C=CC=C3N. Drug 2: CCCS(=O)(=O)NC1=C(C(=C(C=C1)F)C(=O)C2=CNC3=C2C=C(C=N3)C4=CC=C(C=C4)Cl)F. Cell line: OVCAR3. Synergy scores: CSS=2.87, Synergy_ZIP=-0.00154, Synergy_Bliss=1.51, Synergy_Loewe=0.246, Synergy_HSA=0.217. (6) Drug 1: CC1=CC2C(CCC3(C2CCC3(C(=O)C)OC(=O)C)C)C4(C1=CC(=O)CC4)C. Drug 2: CC1C(C(CC(O1)OC2CC(CC3=C2C(=C4C(=C3O)C(=O)C5=C(C4=O)C(=CC=C5)OC)O)(C(=O)CO)O)N)O.Cl. Cell line: HOP-62. Synergy scores: CSS=42.1, Synergy_ZIP=2.87, Synergy_Bliss=0.528, Synergy_Loewe=-33.0, Synergy_HSA=-0.340. (7) Drug 1: C1C(C(OC1N2C=NC3=C(N=C(N=C32)Cl)N)CO)O. Drug 2: C(CC(=O)O)C(=O)CN.Cl. Cell line: SK-MEL-5. Synergy scores: CSS=34.1, Synergy_ZIP=-0.936, Synergy_Bliss=-4.21, Synergy_Loewe=-65.0, Synergy_HSA=-1.75.